From a dataset of Peptide-MHC class I binding affinity with 185,985 pairs from IEDB/IMGT. Regression. Given a peptide amino acid sequence and an MHC pseudo amino acid sequence, predict their binding affinity value. This is MHC class I binding data. (1) The peptide sequence is LLADGLAKA. The MHC is HLA-A02:19 with pseudo-sequence HLA-A02:19. The binding affinity (normalized) is 1.00. (2) The peptide sequence is PSYQLPLPM. The MHC is HLA-A03:01 with pseudo-sequence HLA-A03:01. The binding affinity (normalized) is 0.0847.